Task: Predict the reactants needed to synthesize the given product.. Dataset: Full USPTO retrosynthesis dataset with 1.9M reactions from patents (1976-2016) (1) Given the product [C:22]([O:21][C:5]1[CH:4]=[CH:3][C:2]([Cl:1])=[CH:20][C:6]=1[C:7](=[O:8])[NH:9][C:10]1[CH:15]=[CH:14][C:13]([N+:16]([O-:18])=[O:17])=[CH:12][C:11]=1[Cl:19])(=[O:29])[C:23]1[CH:28]=[CH:27][CH:26]=[CH:25][CH:24]=1, predict the reactants needed to synthesize it. The reactants are: [Cl:1][C:2]1[CH:3]=[CH:4][C:5]([OH:21])=[C:6]([CH:20]=1)[C:7]([NH:9][C:10]1[CH:15]=[CH:14][C:13]([N+:16]([O-:18])=[O:17])=[CH:12][C:11]=1[Cl:19])=[O:8].[C:22](Cl)(=[O:29])[C:23]1[CH:28]=[CH:27][CH:26]=[CH:25][CH:24]=1. (2) Given the product [C:9]([C:8]1[CH:11]=[CH:12][C:5]([CH2:4][NH:2][CH3:1])=[C:6]([F:13])[CH:7]=1)#[N:10], predict the reactants needed to synthesize it. The reactants are: [CH3:1][NH2:2].Br[CH2:4][C:5]1[CH:12]=[CH:11][C:8]([C:9]#[N:10])=[CH:7][C:6]=1[F:13]. (3) Given the product [CH3:16][O:17][C:18]1[CH:23]=[CH:22][CH:21]=[C:20]([F:24])[C:19]=1[CH2:25][C:26]1[C:27]([NH2:28])=[N:1][C:2]2[C:3]([CH:4]=1)=[CH:6][C:7]([N:10]1[CH2:15][CH2:14][O:13][CH2:12][CH2:11]1)=[CH:8][CH:9]=2, predict the reactants needed to synthesize it. The reactants are: [NH2:1][C:2]1[CH:9]=[CH:8][C:7]([N:10]2[CH2:15][CH2:14][O:13][CH2:12][CH2:11]2)=[CH:6][C:3]=1[CH:4]=O.[CH3:16][O:17][C:18]1[CH:23]=[CH:22][CH:21]=[C:20]([F:24])[C:19]=1[CH2:25][CH2:26][C:27]#[N:28].